Dataset: Forward reaction prediction with 1.9M reactions from USPTO patents (1976-2016). Task: Predict the product of the given reaction. (1) Given the reactants [C:1]([OH:8])(=[O:7])[CH2:2][CH2:3][CH2:4][CH2:5][CH3:6].S(=O)(=O)(O)O.[Cl:14]N(C(C)C)C(C)C, predict the reaction product. The product is: [Cl:14][CH:5]([CH3:6])[CH2:4][CH2:3][CH2:2][C:1]([OH:8])=[O:7]. (2) Given the reactants [C:1]([O:5][C:6](=[O:35])[N:7]([C@@H:22]([C:24]1[C:33]2[C:28](=[CH:29][CH:30]=[CH:31][CH:32]=2)[C:27]([F:34])=[CH:26][CH:25]=1)[CH3:23])[CH2:8][CH2:9][CH2:10][C@H:11]1[CH2:20][CH:19]([OH:21])[C:18]2[C:13](=[CH:14][CH:15]=[CH:16][CH:17]=2)[CH2:12]1)([CH3:4])([CH3:3])[CH3:2].C1C=C[NH+]=CC=1.[O-][Cr](Cl)(=O)=O, predict the reaction product. The product is: [C:1]([O:5][C:6](=[O:35])[N:7]([C@@H:22]([C:24]1[C:33]2[C:28](=[CH:29][CH:30]=[CH:31][CH:32]=2)[C:27]([F:34])=[CH:26][CH:25]=1)[CH3:23])[CH2:8][CH2:9][CH2:10][C@H:11]1[CH2:20][C:19](=[O:21])[C:18]2[C:13](=[CH:14][CH:15]=[CH:16][CH:17]=2)[CH2:12]1)([CH3:2])([CH3:3])[CH3:4]. (3) Given the reactants C[O:2][C:3]([CH:5]1[CH2:9][CH2:8][CH2:7][N:6]1[N:10]([CH2:31][CH2:32][C:33]([CH3:36])([CH3:35])[CH3:34])[C:11](=[O:30])[CH2:12][C:13]1[NH:18][C:17]2[CH:19]=[CH:20][C:21]([NH:23][S:24]([CH3:27])(=[O:26])=[O:25])=[CH:22][C:16]=2[S:15](=[O:29])(=[O:28])[N:14]=1)=O.[O-]CC.[Na+], predict the reaction product. The product is: [CH3:35][C:33]([CH3:34])([CH3:36])[CH2:32][CH2:31][N:10]1[C:11](=[O:30])[C:12]([C:13]2[NH:18][C:17]3[CH:19]=[CH:20][C:21]([NH:23][S:24]([CH3:27])(=[O:25])=[O:26])=[CH:22][C:16]=3[S:15](=[O:29])(=[O:28])[N:14]=2)=[C:3]([OH:2])[CH:5]2[CH2:9][CH2:8][CH2:7][N:6]12. (4) Given the reactants Br[C:2]1[S:3][CH:4]=[CH:5][C:6]=1[CH3:7].[Mg].[CH2:9](OS(C1C=CC(C)=CC=1)(=O)=O)[CH:10]([CH3:12])[CH3:11], predict the reaction product. The product is: [CH2:9]([C:2]1[S:3][CH:4]=[CH:5][C:6]=1[CH3:7])[CH:10]([CH3:12])[CH3:11]. (5) Given the reactants [F:1][C:2]1([CH:8]([O:13][Si:14]([CH2:19][CH3:20])([CH2:17][CH3:18])[CH2:15][CH3:16])[C:9]([F:12])([F:11])[F:10])[CH2:7][CH2:6][NH:5][CH2:4][CH2:3]1.C(N(CC)CC)C.[CH3:28][S:29](Cl)(=[O:31])=[O:30].O, predict the reaction product. The product is: [F:1][C:2]1([CH:8]([O:13][Si:14]([CH2:17][CH3:18])([CH2:19][CH3:20])[CH2:15][CH3:16])[C:9]([F:11])([F:12])[F:10])[CH2:3][CH2:4][N:5]([S:29]([CH3:28])(=[O:31])=[O:30])[CH2:6][CH2:7]1. (6) Given the reactants Cl[C:2]1[C:3]([NH2:9])=[N:4][CH:5]=[N:6][C:7]=1Cl.[O:10]([C:17]1[CH:22]=[CH:21][C:20](B(O)O)=[CH:19][CH:18]=1)[C:11]1[CH:16]=[CH:15][CH:14]=[CH:13][CH:12]=1.[NH2:26][CH2:27][C@@H:28]1[CH2:33][CH2:32][N:31]([C:34]([O:36]C(C)(C)C)=O)[CH2:30][C@H:29]1[OH:41].[O:42]1[CH2:47][CH2:46][N:45]([CH2:48][CH2:49]C(O)=O)[CH2:44][CH2:43]1, predict the reaction product. The product is: [NH2:9][C:3]1[N:4]=[CH:5][N:6]=[C:7]([NH:26][CH2:27][C@@H:28]2[CH2:33][CH2:32][N:31]([C:34](=[O:36])[CH2:49][CH2:48][N:45]3[CH2:46][CH2:47][O:42][CH2:43][CH2:44]3)[CH2:30][C@H:29]2[OH:41])[C:2]=1[C:20]1[CH:21]=[CH:22][C:17]([O:10][C:11]2[CH:16]=[CH:15][CH:14]=[CH:13][CH:12]=2)=[CH:18][CH:19]=1. (7) Given the reactants [C:1]([O:5][C:6](=[O:22])[NH:7][C:8]1[CH:13]=[C:12]([N:14]([CH3:16])[CH3:15])[C:11]([C:17]([F:20])([F:19])[F:18])=[CH:10][C:9]=1[NH2:21])([CH3:4])([CH3:3])[CH3:2].CC1(C)[O:29][C:28]([C:30]2[CH:31]=[C:32]([CH:35]=[CH:36][CH:37]=2)[C:33]#[N:34])=[CH:27][C:26](=O)[O:25]1, predict the reaction product. The product is: [C:1]([O:5][C:6](=[O:22])[NH:7][C:8]1[CH:13]=[C:12]([N:14]([CH3:16])[CH3:15])[C:11]([C:17]([F:20])([F:19])[F:18])=[CH:10][C:9]=1[NH:21][C:26](=[O:25])[CH2:27][C:28]([C:30]1[CH:37]=[CH:36][CH:35]=[C:32]([C:33]#[N:34])[CH:31]=1)=[O:29])([CH3:4])([CH3:2])[CH3:3]. (8) Given the reactants Cl[C:2]1[N:3]=[C:4]2[C:9]([C:10]([F:13])([F:12])[F:11])=[CH:8][CH:7]=[CH:6][N:5]2[C:14]=1[C:15]1[CH:20]=[CH:19][CH:18]=[C:17]([O:21][C:22]2[CH:27]=[CH:26][CH:25]=[C:24]([S:28]([CH3:31])(=[O:30])=[O:29])[CH:23]=2)[CH:16]=1.[C:32]1(B(O)O)[CH:37]=[CH:36][CH:35]=[CH:34][CH:33]=1.C(=O)([O-])[O-].[K+].[K+], predict the reaction product. The product is: [CH3:31][S:28]([C:24]1[CH:23]=[C:22]([CH:27]=[CH:26][CH:25]=1)[O:21][C:17]1[CH:16]=[C:15]([C:14]2[N:5]3[CH:6]=[CH:7][CH:8]=[C:9]([C:10]([F:13])([F:12])[F:11])[C:4]3=[N:3][C:2]=2[C:32]2[CH:37]=[CH:36][CH:35]=[CH:34][CH:33]=2)[CH:20]=[CH:19][CH:18]=1)(=[O:30])=[O:29]. (9) Given the reactants I[C:2]1[CH:7]=[CH:6][C:5]([C:8]2[N:9]([C:18]3[CH:19]=[CH:20][C:21]([CH3:24])=[N:22][CH:23]=3)[CH:10]=[C:11]([C:13]3[N:14]=[CH:15][S:16][CH:17]=3)[N:12]=2)=[CH:4][CH:3]=1.[NH2:25][C:26]1[C:31]([N+:32]([O-:34])=[O:33])=[CH:30][CH:29]=[CH:28][N:27]=1.C1(P(C2C=CC=CC=2)C2C3OC4C(=CC=CC=4P(C4C=CC=CC=4)C4C=CC=CC=4)C(C)(C)C=3C=CC=2)C=CC=CC=1.C([O-])([O-])=O.[Cs+].[Cs+], predict the reaction product. The product is: [CH3:24][C:21]1[N:22]=[CH:23][C:18]([N:9]2[CH:10]=[C:11]([C:13]3[N:14]=[CH:15][S:16][CH:17]=3)[N:12]=[C:8]2[C:5]2[CH:6]=[CH:7][C:2]([NH:25][C:26]3[C:31]([N+:32]([O-:34])=[O:33])=[CH:30][CH:29]=[CH:28][N:27]=3)=[CH:3][CH:4]=2)=[CH:19][CH:20]=1.